Predict the product of the given reaction. From a dataset of Forward reaction prediction with 1.9M reactions from USPTO patents (1976-2016). Given the reactants Cl[C:2]1[N:7]=[C:6]([N:8]([CH3:23])[CH:9]2[CH2:14][CH2:13][N:12]([C:15]3[CH:22]=[CH:21][C:18]([C:19]#[N:20])=[CH:17][N:16]=3)[CH2:11][CH2:10]2)[C:5]([CH3:24])=[CH:4][N:3]=1.CCN(C(C)C)C(C)C.Cl.[CH3:35][N:36]1[CH:40]=[C:39]([NH2:41])[CH:38]=[N:37]1, predict the reaction product. The product is: [CH3:23][N:8]([C:6]1[C:5]([CH3:24])=[CH:4][N:3]=[C:2]([NH:41][C:39]2[CH:38]=[N:37][N:36]([CH3:35])[CH:40]=2)[N:7]=1)[CH:9]1[CH2:14][CH2:13][N:12]([C:15]2[CH:22]=[CH:21][C:18]([C:19]#[N:20])=[CH:17][N:16]=2)[CH2:11][CH2:10]1.